This data is from Forward reaction prediction with 1.9M reactions from USPTO patents (1976-2016). The task is: Predict the product of the given reaction. (1) Given the reactants Cl[CH2:2][O:3][C:4](=[O:20])[C@@H:5]([NH:9][C:10]([O:12][CH2:13][C:14]1[CH:19]=[CH:18][CH:17]=[CH:16][CH:15]=1)=[O:11])[CH:6]([CH3:8])[CH3:7].[C:21]1([C:45]2[CH:50]=[CH:49][CH:48]=[CH:47][CH:46]=2)[CH:26]=[CH:25][C:24]([CH2:27][C@@H:28]([NH:37]C(OC(C)(C)C)=O)[CH2:29][C@:30]([CH2:35][OH:36])([CH3:34])[C:31]([OH:33])=[O:32])=[CH:23][CH:22]=1.CCN(CC)CC.Cl.O1CCOCC1, predict the reaction product. The product is: [CH2:13]([O:12][C:10]([NH:9][C@@H:5]([CH:6]([CH3:8])[CH3:7])[C:4]([O:3][CH2:2][O:33][C:31](=[O:32])[C@@:30]([CH2:35][OH:36])([CH3:34])[CH2:29][C@H:28]([NH2:37])[CH2:27][C:24]1[CH:25]=[CH:26][C:21]([C:45]2[CH:50]=[CH:49][CH:48]=[CH:47][CH:46]=2)=[CH:22][CH:23]=1)=[O:20])=[O:11])[C:14]1[CH:19]=[CH:18][CH:17]=[CH:16][CH:15]=1. (2) Given the reactants C(NC(C)C)(C)C.C([Li])CCC.[C:13](#[N:18])[CH2:14][CH2:15][CH2:16][CH3:17].[C:19](OCC)(=[O:21])[CH3:20], predict the reaction product. The product is: [C:19]([CH:14]([CH2:15][CH2:16][CH3:17])[C:13]#[N:18])(=[O:21])[CH3:20]. (3) Given the reactants ClC(=C)[CH:3]([CH2:17][C:18]1C=CC=CC=1)[N:4]1[CH2:9][CH2:8][N:7]([C:10]([O:12][C:13]([CH3:16])([CH3:15])[CH3:14])=[O:11])[CH2:6][CH2:5]1.[C:25]([O-])([O-])=O.[K+].[K+].[C:31]1([CH:37]([C:41]2[CH:46]=[CH:45][CH:44]=[CH:43][CH:42]=2)[CH2:38][CH2:39][NH2:40])[CH:36]=[CH:35][CH:34]=[CH:33][CH:32]=1, predict the reaction product. The product is: [C:41]1([CH:37]([C:31]2[CH:32]=[CH:33][CH:34]=[CH:35][CH:36]=2)[CH2:38][CH2:39][NH:40][CH2:25][C:17](=[CH2:18])[CH2:3][N:4]2[CH2:5][CH2:6][N:7]([C:10]([O:12][C:13]([CH3:14])([CH3:15])[CH3:16])=[O:11])[CH2:8][CH2:9]2)[CH:42]=[CH:43][CH:44]=[CH:45][CH:46]=1.